The task is: Regression. Given a peptide amino acid sequence and an MHC pseudo amino acid sequence, predict their binding affinity value. This is MHC class I binding data.. This data is from Peptide-MHC class I binding affinity with 185,985 pairs from IEDB/IMGT. (1) The binding affinity (normalized) is 0.763. The peptide sequence is KILIKIPVTK. The MHC is HLA-A03:01 with pseudo-sequence HLA-A03:01. (2) The peptide sequence is FPFLYKFLL. The MHC is HLA-A01:01 with pseudo-sequence HLA-A01:01. The binding affinity (normalized) is 0. (3) The peptide sequence is LLQLPRDKF. The MHC is HLA-B15:01 with pseudo-sequence HLA-B15:01. The binding affinity (normalized) is 0.143.